This data is from Peptide-MHC class I binding affinity with 185,985 pairs from IEDB/IMGT. The task is: Regression. Given a peptide amino acid sequence and an MHC pseudo amino acid sequence, predict their binding affinity value. This is MHC class I binding data. (1) The peptide sequence is RAENRTYIY. The MHC is HLA-B53:01 with pseudo-sequence HLA-B53:01. The binding affinity (normalized) is 0. (2) The peptide sequence is DEGFHAATV. The MHC is HLA-B57:01 with pseudo-sequence HLA-B57:01. The binding affinity (normalized) is 0.0847. (3) The peptide sequence is AVNAATYNR. The MHC is HLA-B46:01 with pseudo-sequence HLA-B46:01. The binding affinity (normalized) is 0.0847. (4) The peptide sequence is LEACYKRSV. The MHC is HLA-A03:01 with pseudo-sequence HLA-A03:01. The binding affinity (normalized) is 0.0847. (5) The peptide sequence is DSPATLSAY. The MHC is HLA-B46:01 with pseudo-sequence HLA-B46:01. The binding affinity (normalized) is 0.0847.